From a dataset of Reaction yield outcomes from USPTO patents with 853,638 reactions. Predict the reaction yield, written as a fraction of the theoretical maximum amount of product (1.0 means a 100% yield; for example, 0.34 means a 34% yield). (1) The reactants are C[O:2][C:3](=[O:25])[C:4]1[CH:9]=[CH:8][C:7]([O:10][CH2:11][C:12]2[C:13]([C:18]3[CH:23]=[CH:22][C:21]([Cl:24])=[CH:20][CH:19]=3)=[N:14][O:15][C:16]=2[CH3:17])=[N:6][CH:5]=1.COC(=O)C1C=CC(OCC2C(C3C=CC=C(F)C=3)=NOC=2C)=NC=1. No catalyst specified. The product is [Cl:24][C:21]1[CH:20]=[CH:19][C:18]([C:13]2[C:12]([CH2:11][O:10][C:7]3[CH:8]=[CH:9][C:4]([C:3]([OH:25])=[O:2])=[CH:5][N:6]=3)=[C:16]([CH3:17])[O:15][N:14]=2)=[CH:23][CH:22]=1. The yield is 0.980. (2) The reactants are [OH:1][C:2]1[CH:10]=[CH:9][C:5]([C:6]([OH:8])=O)=[C:4]([C:11]2[CH:16]=[CH:15][C:14]([F:17])=[CH:13][CH:12]=2)[CH:3]=1.CN1CCOCC1.Cl.[CH3:26][O:27][C:28](=[O:35])[C@H:29]([CH2:31][CH2:32][S:33][CH3:34])[NH2:30].C(Cl)CCl.C1C=CC2N(O)N=NC=2C=1. The catalyst is CN(C=O)C. The product is [OH:1][C:2]1[CH:10]=[CH:9][C:5]([C:6]([NH:30][C@@H:29]([CH2:31][CH2:32][S:33][CH3:34])[C:28]([O:27][CH3:26])=[O:35])=[O:8])=[C:4]([C:11]2[CH:16]=[CH:15][C:14]([F:17])=[CH:13][CH:12]=2)[CH:3]=1. The yield is 0.510.